From a dataset of Reaction yield outcomes from USPTO patents with 853,638 reactions. Predict the reaction yield, written as a fraction of the theoretical maximum amount of product (1.0 means a 100% yield; for example, 0.34 means a 34% yield). (1) The reactants are [CH3:1][O:2][C:3]1[N:8]=[CH:7][C:6]([N:9]2[C:13]([C:14]3[CH:19]=[CH:18][CH:17]=[CH:16][N:15]=3)=[CH:12][C:11]([C:20]([OH:22])=O)=[N:10]2)=[CH:5][CH:4]=1.[CH2:23]([NH:25][CH3:26])[CH3:24]. No catalyst specified. The product is [CH2:23]([N:25]([CH3:26])[C:20]([C:11]1[CH:12]=[C:13]([C:14]2[CH:19]=[CH:18][CH:17]=[CH:16][N:15]=2)[N:9]([C:6]2[CH:7]=[N:8][C:3]([O:2][CH3:1])=[CH:4][CH:5]=2)[N:10]=1)=[O:22])[CH3:24]. The yield is 0.580. (2) The reactants are [NH2:1][C:2]1[N:3]=[C:4]([N:14]2[CH2:19][CH2:18][N:17]([C:20](=[O:30])[CH2:21][O:22][C:23]3[CH:28]=[CH:27][C:26]([Cl:29])=[CH:25][CH:24]=3)[CH2:16][CH2:15]2)[C:5]2[N:10]=[C:9](S(C)=O)[S:8][C:6]=2[N:7]=1.[F:31][C:32]1[CH:38]=[CH:37][C:35]([NH2:36])=[CH:34][CH:33]=1. The catalyst is O1CCOCC1. The product is [NH2:1][C:2]1[N:3]=[C:4]([N:14]2[CH2:15][CH2:16][N:17]([C:20](=[O:30])[CH2:21][O:22][C:23]3[CH:28]=[CH:27][C:26]([Cl:29])=[CH:25][CH:24]=3)[CH2:18][CH2:19]2)[C:5]2[N:10]=[C:9]([NH:36][C:35]3[CH:37]=[CH:38][C:32]([F:31])=[CH:33][CH:34]=3)[S:8][C:6]=2[N:7]=1. The yield is 0.880. (3) The reactants are C(OC([N:8]1[CH2:13][CH2:12][CH:11]([C:14]2[CH:35]=[CH:34][C:17]3[C:18]4[N:19]=[C:20]([C:26]5[N:27]([CH:31]([CH3:33])[CH3:32])[N:28]=[CH:29][N:30]=5)[S:21][C:22]=4[CH2:23][CH2:24][O:25][C:16]=3[CH:15]=2)[CH2:10][CH2:9]1)=O)(C)(C)C.Cl.CCOCC. The catalyst is CO. The product is [CH:31]([N:27]1[C:26]([C:20]2[S:21][C:22]3[CH2:23][CH2:24][O:25][C:16]4[CH:15]=[C:14]([CH:11]5[CH2:12][CH2:13][NH:8][CH2:9][CH2:10]5)[CH:35]=[CH:34][C:17]=4[C:18]=3[N:19]=2)=[N:30][CH:29]=[N:28]1)([CH3:33])[CH3:32]. The yield is 0.280. (4) The reactants are CO[C:3](=[O:14])[C:4]1[C:9]([Cl:10])=[CH:8][C:7]([Br:11])=[CH:6][C:5]=1[CH2:12]Br.[Cl:15][C:16]1[CH:23]=[CH:22][C:19]([CH2:20][NH2:21])=[CH:18][CH:17]=1.C([O-])([O-])=O.[K+].[K+].C(OCC)(=O)C. The catalyst is C1(C)C=CC=CC=1.CCCCCC. The product is [Br:11][C:7]1[CH:6]=[C:5]2[C:4](=[C:9]([Cl:10])[CH:8]=1)[C:3](=[O:14])[N:21]([CH2:20][C:19]1[CH:22]=[CH:23][C:16]([Cl:15])=[CH:17][CH:18]=1)[CH2:12]2. The yield is 0.410.